This data is from Catalyst prediction with 721,799 reactions and 888 catalyst types from USPTO. The task is: Predict which catalyst facilitates the given reaction. Reactant: C[O:2][C:3](=O)[C:4]1[CH:9]=[CH:8][CH:7]=[C:6]([Cl:10])[C:5]=1[N:11]1[CH:15]=[CH:14][CH:13]=[CH:12]1.O.[NH2:18][NH2:19]. The catalyst class is: 8. Product: [Cl:10][C:6]1[C:5]([N:11]2[CH:15]=[CH:14][CH:13]=[CH:12]2)=[C:4]([CH:9]=[CH:8][CH:7]=1)[C:3]([NH:18][NH2:19])=[O:2].